From a dataset of NCI-60 drug combinations with 297,098 pairs across 59 cell lines. Regression. Given two drug SMILES strings and cell line genomic features, predict the synergy score measuring deviation from expected non-interaction effect. (1) Drug 1: C1=NC2=C(N=C(N=C2N1C3C(C(C(O3)CO)O)O)F)N. Drug 2: CC1CCC2CC(C(=CC=CC=CC(CC(C(=O)C(C(C(=CC(C(=O)CC(OC(=O)C3CCCCN3C(=O)C(=O)C1(O2)O)C(C)CC4CCC(C(C4)OC)OCCO)C)C)O)OC)C)C)C)OC. Cell line: SNB-19. Synergy scores: CSS=15.9, Synergy_ZIP=-2.89, Synergy_Bliss=4.86, Synergy_Loewe=-2.03, Synergy_HSA=-0.286. (2) Drug 1: C1=NNC2=C1C(=O)NC=N2. Drug 2: CCC1(C2=C(COC1=O)C(=O)N3CC4=CC5=C(C=CC(=C5CN(C)C)O)N=C4C3=C2)O.Cl. Cell line: MDA-MB-231. Synergy scores: CSS=12.5, Synergy_ZIP=-2.85, Synergy_Bliss=-1.56, Synergy_Loewe=0.171, Synergy_HSA=0.849. (3) Drug 1: CC1=C2C(C(=O)C3(C(CC4C(C3C(C(C2(C)C)(CC1OC(=O)C(C(C5=CC=CC=C5)NC(=O)OC(C)(C)C)O)O)OC(=O)C6=CC=CC=C6)(CO4)OC(=O)C)OC)C)OC. Drug 2: N.N.Cl[Pt+2]Cl. Cell line: SNB-19. Synergy scores: CSS=44.5, Synergy_ZIP=3.38, Synergy_Bliss=3.84, Synergy_Loewe=-27.5, Synergy_HSA=2.43.